From a dataset of Drug-target binding data from BindingDB using Ki measurements. Regression. Given a target protein amino acid sequence and a drug SMILES string, predict the binding affinity score between them. We predict pKi (pKi = -log10(Ki in M); higher means stronger inhibition). Dataset: bindingdb_ki. (1) The compound is CCOc1ccc(C[C@@H]2NC(=O)CC(C3CCCC3)(C3CCCC3)SSC[C@@H](C(=O)N[C@H](CCCN=C(N)N)C(=O)N[C@H](CCCN=C(N)N)C(N)=O)NC(=O)[C@H](CC(N)=O)NC(=O)[C@H](C(C)C)NC(=O)[C@H](Cc3ccccc3)NC2=O)cc1. The target protein (Q8NFM4) has sequence MARLFSPRPPPSEDLFYETYYSLSQQYPLLLLLLGIVLCALAALLAVAWASGRELTSDPSFLTTVLCALGGFSLLLGLASREQRLQRWTRPLSGLVWVALLALGHAFLFTGGVVSAWDQVSYFLFVIFTAYAMLPLGMRDAAVAGLASSLSHLLVLGLYLGPQPDSRPALLPQLAANAVLFLCGNVAGVYHKALMERALRATFREALSSLHSRRRLDTEKKHQEHLLLSILPAYLAREMKAEIMARLQAGQGSRPESTNNFHSLYVKRHQGVSVLYADIVGFTRLASECSPKELVLMLNELFGKFDQIAKEHECMRIKILGDCYYCVSGLPLSLPDHAINCVRMGLDMCRAIRKLRAATGVDINMRVGVHSGSVLCGVIGLQKWQYDVWSHDVTLANHMEAGGVPGRVHITGATLALLAGAYAVEDAGMEHRDPYLRELGEPTYLVIDPRAEEEDEKGTAGGLLSSLEGLKMRPSLLMTRYLESWGAAKPFAHLSHGDSP.... The pKi is 9.0. (2) The drug is CC(=O)C[C@H](O)COP(=O)([O-])[O-]. The target protein (Q55663) has sequence MVKRISILGSTGSIGTQTLDIVTHHPDAFQVVGLAAGGNVALLAQQVAEFRPEIVAIRQAEKLEDLKAAVAELTDYQPMYVVGEEGVVEVARYGDAESVVTGIVGCAGLLPTMAAIAAGKDIALANKETLIAGAPVVLPLVEKMGVKLLPADSEHSAIFQCLQGVPEGGLRRIILTASGGAFRDLPVERLPFVTVQDALKHPNWSMGQKITIDSATLMNKGLEVIEAHYLFGLDYDHIDIVIHPQSIIHSLIEVQDTSVLAQLGWPDMRLPLLYALSWPERIYTDWEPLDLVKAGSLSFREPDHDKYPCMQLAYGAGRAGGAMPAVLNAANEQAVALFLQEKISFLDIPRLIEKTCDLYVGQNTASPDLETILAADQWARRTVLENSACVATRP. The pKi is 3.8. (3) The small molecule is Cc1ccc2c(c1O)C[C@@H](C1CCCCC1)O[C@H]2CN(C)C. The target protein (P35406) has sequence MAVLDLNLTTVIDSGFMESDRSVRVLTGCFLSVLILSTLLGNTLVCAAVTKFRHLRSKVTNFFVISLAVSDLLVAVLVMPWKAVTEVAGFWPFGAFCDIWVAFDIMCSTASILNLCVISVDRYWAISSPFRYERKMTPRVAFVMISGAWTLSVLISFIPVQLKWHKAQPIGFLEVNASRRDLPTDNCDSSLNRTYAISSSLISFYIPVAIMIVTYTQIYRIAQKQIRRISALERAAESAQIRHDSMGSGSNMDLESSFKLSFKRETKVLKTLSVIMGVFVCCWLPFFILNCMVPFCKRTSNGLPCISPTTFDVFVWFGWANSSLNPIIYAFNADFRRAFAILLGCQRLCPGSISMETPSLNKN. The pKi is 6.9.